The task is: Predict the reaction yield, written as a fraction of the theoretical maximum amount of product (1.0 means a 100% yield; for example, 0.34 means a 34% yield).. This data is from Reaction yield outcomes from USPTO patents with 853,638 reactions. (1) The reactants are [CH3:1][N:2]([CH2:16][C@H:17]1[CH2:22][CH2:21][C@H:20]([C:23]([OH:25])=O)[CH2:19][CH2:18]1)[S:3]([C:6]1[CH:11]=[CH:10][C:9]([C:12]([F:15])([F:14])[F:13])=[CH:8][CH:7]=1)(=[O:5])=[O:4].S(Cl)(Cl)=O.[CH3:30][N:31]([CH3:36])[CH2:32][CH2:33][NH:34][CH3:35].O. The catalyst is C(Cl)Cl.N1C=CC=CC=1. The product is [CH3:30][N:31]([CH3:36])[CH2:32][CH2:33][N:34]([CH3:35])[C:23]([C@H:20]1[CH2:19][CH2:18][C@H:17]([CH2:16][N:2]([CH3:1])[S:3]([C:6]2[CH:11]=[CH:10][C:9]([C:12]([F:13])([F:15])[F:14])=[CH:8][CH:7]=2)(=[O:5])=[O:4])[CH2:22][CH2:21]1)=[O:25]. The yield is 0.798. (2) The reactants are [CH3:1][NH:2][C:3](=[O:15])[C:4]1[CH:9]=[CH:8][C:7]([N+:10]([O-])=O)=[C:6]([NH:13][CH3:14])[CH:5]=1. The catalyst is [Pd]. The product is [NH2:10][C:7]1[CH:8]=[CH:9][C:4]([C:3]([NH:2][CH3:1])=[O:15])=[CH:5][C:6]=1[NH:13][CH3:14]. The yield is 0.860. (3) The reactants are [OH:1][CH2:2][C:3]#[C:4][C:5]1[CH:14]=[CH:13][C:8]([C:9]([O:11][CH3:12])=[O:10])=[CH:7][CH:6]=1. The catalyst is CO.[Pd].CC([O-])=O.CC([O-])=O.[Pb+2]. The product is [OH:1][CH2:2][CH:3]=[CH:4][C:5]1[CH:14]=[CH:13][C:8]([C:9]([O:11][CH3:12])=[O:10])=[CH:7][CH:6]=1. The yield is 0.750. (4) The reactants are NC1C=CN=CC=1.[O:8]1[C@@H:10]([CH2:11][CH2:12][CH2:13][CH3:14])[CH2:9]1.[C]=O.[H][H].[C:19]([O:22][CH2:23][CH3:24])(=[O:21])C. The catalyst is C(O)C. The product is [CH2:23]([O:22][C:19](=[O:21])[CH2:9][C@@H:10]([OH:8])[CH2:11][CH2:12][CH2:13][CH3:14])[CH3:24]. The yield is 0.850. (5) The reactants are [CH:1]1([C:7]2[C:12](=[O:13])[N:11]3[N:14]=[C:15]([C:17](O)=[O:18])[CH:16]=[C:10]3[NH:9][C:8]=2[C:20]2[O:21][CH:22]=[CH:23][CH:24]=2)[CH2:6][CH2:5][CH2:4][CH2:3][CH2:2]1.C1(C)[C:26]([S:31]([NH2:34])(=[O:33])=[O:32])=CC=CC=1.[CH:45]1(N=C=N[CH:45]2[CH2:50][CH2:49][CH2:48][CH2:47][CH2:46]2)[CH2:50][CH2:49][CH2:48][CH2:47][CH2:46]1. The catalyst is ClCCl.CN(C1C=CN=CC=1)C. The product is [CH:1]1([C:7]2[C:12](=[O:13])[N:11]3[N:14]=[C:15]([C:17]([NH:34][S:31]([CH2:26][C:45]4[CH:46]=[CH:47][CH:48]=[CH:49][CH:50]=4)(=[O:33])=[O:32])=[O:18])[CH:16]=[C:10]3[NH:9][C:8]=2[C:20]2[O:21][CH:22]=[CH:23][CH:24]=2)[CH2:2][CH2:3][CH2:4][CH2:5][CH2:6]1. The yield is 0.170. (6) The yield is 0.920. The reactants are [I:1]N1C(=O)CCC1=O.[O:9]1[CH:13]=[CH:12][CH2:11][CH2:10]1.[CH2:14]([OH:17])[C:15]#[CH:16].O. The product is [CH2:14]([O:17][C@H:13]1[C@H:12]([I:1])[CH2:11][CH2:10][O:9]1)[C:15]#[CH:16]. The catalyst is C(Cl)Cl. (7) The yield is 1.00. The reactants are [F:1][CH:2]([CH3:11])[C:3](=O)[CH2:4][C:5]([O:7]CC)=O.Cl.[C:13](=[NH:18])([NH2:17])[CH2:14][CH2:15][CH3:16].C[O-].[Na+]. The product is [F:1][CH:2]([C:3]1[N:17]=[C:13]([CH2:14][CH2:15][CH3:16])[NH:18][C:5](=[O:7])[CH:4]=1)[CH3:11]. The catalyst is CO.C(OCC)(=O)C.